Dataset: Reaction yield outcomes from USPTO patents with 853,638 reactions. Task: Predict the reaction yield, written as a fraction of the theoretical maximum amount of product (1.0 means a 100% yield; for example, 0.34 means a 34% yield). The reactants are [F:1][C:2]1[CH:10]=[C:9]([C:11]([F:14])([F:13])[F:12])[CH:8]=[CH:7][C:3]=1[C:4]([OH:6])=O.[CH3:15][O:16][C:17]1[CH:22]=[C:21]([NH2:23])[CH:20]=[CH:19][N:18]=1.C(P1(=O)OP(CCC)(=O)OP(CCC)(=O)O1)CC.C1CCCCC1. The catalyst is O.[Cl-].[Na+].O. The product is [F:1][C:2]1[CH:10]=[C:9]([C:11]([F:14])([F:13])[F:12])[CH:8]=[CH:7][C:3]=1[C:4]([NH:23][C:21]1[CH:20]=[CH:19][N:18]=[C:17]([O:16][CH3:15])[CH:22]=1)=[O:6]. The yield is 0.830.